From a dataset of Catalyst prediction with 721,799 reactions and 888 catalyst types from USPTO. Predict which catalyst facilitates the given reaction. (1) Reactant: [F:1][C:2]1[CH:3]=[CH:4][C:5]([N+:9]([O-:11])=[O:10])=[C:6]([OH:8])[CH:7]=1.I[CH:13]([CH3:15])[CH3:14].C([O-])([O-])=O.[K+].[K+]. Product: [F:1][C:2]1[CH:3]=[CH:4][C:5]([N+:9]([O-:11])=[O:10])=[C:6]([O:8][CH:13]([CH3:15])[CH3:14])[CH:7]=1. The catalyst class is: 21. (2) Reactant: [Cl:1][C:2]1[CH:3]=[C:4]([C@H:8]2[O:12][C:11](=[O:13])[N:10]([C@H:14]([CH3:30])[CH2:15][C:16]3[C:24]4[C:19](=[C:20]([C:25]([O:27]CC)=[O:26])[CH:21]=[CH:22][CH:23]=4)[NH:18][CH:17]=3)[CH2:9]2)[CH:5]=[CH:6][CH:7]=1.[OH-].[K+].Cl. Product: [Cl:1][C:2]1[CH:3]=[C:4]([C@H:8]2[O:12][C:11](=[O:13])[N:10]([C@H:14]([CH3:30])[CH2:15][C:16]3[C:24]4[C:19](=[C:20]([C:25]([OH:27])=[O:26])[CH:21]=[CH:22][CH:23]=4)[NH:18][CH:17]=3)[CH2:9]2)[CH:5]=[CH:6][CH:7]=1. The catalyst class is: 97. (3) Reactant: I[C:2]1[C:10]2[C:9]([NH2:11])=[N:8][CH:7]=[N:6][C:5]=2[N:4]([C@@H:12]2[O:18][C@H:17]([CH2:19][OH:20])[C@@H:15]([OH:16])[C@@:13]2([CH3:21])[OH:14])[CH:3]=1.[NH:22]1[C:26](B(O)O)=[CH:25][CH:24]=[N:23]1.C([O-])([O-])=O.[Na+].[Na+]. Product: [CH3:21][C@@:13]1([OH:14])[C@H:15]([OH:16])[C@@H:17]([CH2:19][OH:20])[O:18][C@H:12]1[N:4]1[C:5]2[N:6]=[CH:7][N:8]=[C:9]([NH2:11])[C:10]=2[C:2]([C:24]2[NH:23][N:22]=[CH:26][CH:25]=2)=[CH:3]1. The catalyst class is: 77. (4) Reactant: [CH3:1][C:2]1[CH:3]=[C:4]([O:20][C:21]2[CH:22]=[N:23][C:24]([S:27]([CH3:30])(=[O:29])=[O:28])=[CH:25][CH:26]=2)[CH:5]=[C:6]2[C:10]=1[NH:9][C:8]([C:11]1[S:12][CH:13]([CH2:16][C:17]([OH:19])=O)[CH2:14][N:15]=1)=[CH:7]2.[NH2:31][CH2:32][C@H:33]([OH:35])[CH3:34].ON1C2C=CC=CC=2N=N1.Cl.C(N=C=NCCCN(C)C)C. Product: [OH:35][C@H:33]([CH3:34])[CH2:32][NH:31][C:17](=[O:19])[CH2:16][CH:13]1[S:12][C:11]([C:8]2[NH:9][C:10]3[C:6]([CH:7]=2)=[CH:5][C:4]([O:20][C:21]2[CH:22]=[N:23][C:24]([S:27]([CH3:30])(=[O:29])=[O:28])=[CH:25][CH:26]=2)=[CH:3][C:2]=3[CH3:1])=[N:15][CH2:14]1. The catalyst class is: 35. (5) Reactant: Cl[C:2]1[C:3]2[N:4]([N:13]=[N:14][N:15]=2)[C:5]2[C:10]([N:11]=1)=[CH:9][C:8]([Cl:12])=[CH:7][CH:6]=2.[NH:16]1[CH2:21][CH2:20][NH:19][CH2:18][CH2:17]1.C([O-])([O-])=O.[Cs+].[Cs+].CN(C=O)C. Product: [Cl:12][C:8]1[CH:9]=[C:10]2[C:5](=[CH:6][CH:7]=1)[N:4]1[N:13]=[N:14][N:15]=[C:3]1[C:2]([N:16]1[CH2:21][CH2:20][NH:19][CH2:18][CH2:17]1)=[N:11]2. The catalyst class is: 25. (6) Reactant: [F:1][C:2]1[CH:7]=[CH:6][C:5]([C:8]2[N:9]=[C:10]([CH:17]3[CH2:22][CH2:21][NH:20][CH2:19][CH2:18]3)[N:11]3[CH:16]=[CH:15][CH:14]=[CH:13][C:12]=23)=[CH:4][CH:3]=1.CCN(C(C)C)C(C)C.CS(O[CH2:37][CH2:38][CH2:39][N:40]1[C:48](=[O:49])[CH:47]2[CH:42]([CH2:43][CH2:44][CH2:45][CH2:46]2)[C:41]1=[O:50])(=O)=O. Product: [F:1][C:2]1[CH:7]=[CH:6][C:5]([C:8]2[N:9]=[C:10]([CH:17]3[CH2:22][CH2:21][N:20]([CH2:37][CH2:38][CH2:39][N:40]4[C:48](=[O:49])[CH:47]5[CH:42]([CH2:43][CH2:44][CH2:45][CH2:46]5)[C:41]4=[O:50])[CH2:19][CH2:18]3)[N:11]3[CH:16]=[CH:15][CH:14]=[CH:13][C:12]=23)=[CH:4][CH:3]=1. The catalyst class is: 382.